This data is from Reaction yield outcomes from USPTO patents with 853,638 reactions. The task is: Predict the reaction yield, written as a fraction of the theoretical maximum amount of product (1.0 means a 100% yield; for example, 0.34 means a 34% yield). (1) The reactants are Cl.[CH3:2][C:3]1([NH2:6])[CH2:5][CH2:4]1.CCN(C(C)C)C(C)C.[Br:16][C:17]1[CH:18]=[CH:19][CH:20]=[C:21]2[C:26]=1[N:25]=[C:24](Cl)[N:23]=[CH:22]2.CN(C=O)C. The catalyst is O1CCOCC1.CCOC(C)=O. The product is [Br:16][C:17]1[CH:18]=[CH:19][CH:20]=[C:21]2[C:26]=1[N:25]=[C:24]([NH:6][C:3]1([CH3:2])[CH2:5][CH2:4]1)[N:23]=[CH:22]2. The yield is 0.930. (2) The reactants are Cl.Cl.[OH:3][CH2:4][C@H:5]1[CH2:14][N:9]2[CH2:10][CH2:11][NH:12][CH2:13][C@@H:8]2[CH2:7][CH2:6]1.Cl[C:16]1[CH:21]=[CH:20][C:19]([Cl:22])=[CH:18][N:17]=1.C(=O)([O-])[O-].[Na+].[Na+]. The catalyst is C(O)CC(C)C. The product is [OH:3][CH2:4][C@H:5]1[CH2:14][N:9]2[CH2:10][CH2:11][N:12]([C:16]3[CH:21]=[CH:20][C:19]([Cl:22])=[CH:18][N:17]=3)[CH2:13][C@@H:8]2[CH2:7][CH2:6]1. The yield is 0.650. (3) The reactants are C(OC)(=O)C#C.[Br:7][C:8]1[CH:16]=[CH:15][C:14]([C:17]([NH2:19])=[O:18])=[C:13]2[C:9]=1[C:10]([CH2:20]N(C)C)=[CH:11][NH:12]2.[N+:24]([CH2:27][C:28]([O:30][CH2:31][CH3:32])=[O:29])([O-:26])=[O:25]. The catalyst is ClCCl.C(#N)C. The product is [Br:7][C:8]1[CH:16]=[CH:15][C:14]([C:17](=[O:18])[NH2:19])=[C:13]2[C:9]=1[C:10]([CH2:20][CH:27]([N+:24]([O-:26])=[O:25])[C:28]([O:30][CH2:31][CH3:32])=[O:29])=[CH:11][NH:12]2. The yield is 0.570. (4) The reactants are [Cl:1][C:2]1[CH:10]=[CH:9][C:8]2[NH:7][C:6]3[CH2:11][CH2:12][N:13]([CH3:15])[CH2:14][C:5]=3[C:4]=2[CH:3]=1.[OH-].[K+].[CH3:18][C:19]1[N:24]=[CH:23][C:22]([CH:25]=[CH2:26])=[CH:21][N:20]=1. The catalyst is CN1CCCC1=O.O. The product is [Cl:1][C:2]1[CH:10]=[CH:9][C:8]2[N:7]([CH2:26][CH2:25][C:22]3[CH:21]=[N:20][C:19]([CH3:18])=[N:24][CH:23]=3)[C:6]3[CH2:11][CH2:12][N:13]([CH3:15])[CH2:14][C:5]=3[C:4]=2[CH:3]=1. The yield is 0.130. (5) The reactants are [Cl:1][C:2]1[N:7]=[C:6](/[CH:8]=[C:9](/[C:11]2[CH:12]=[C:13]([NH:17][S:18]([C:21]3[CH:26]=[C:25]([F:27])[CH:24]=[CH:23][C:22]=3[F:28])(=[O:20])=[O:19])[CH:14]=[CH:15][CH:16]=2)\O)[CH:5]=[CH:4][N:3]=1.C1C(=O)N(Br)C(=O)C1.[CH3:37][C:38]([CH3:43])([CH3:42])[C:39](=[S:41])[NH2:40]. The catalyst is CC(N(C)C)=O.CCOC(C)=O.C(Cl)Cl. The product is [Cl:1][C:2]1[N:7]=[C:6]([C:8]2[S:41][C:39]([C:38]([CH3:43])([CH3:42])[CH3:37])=[N:40][C:9]=2[C:11]2[CH:12]=[C:13]([NH:17][S:18]([C:21]3[CH:26]=[C:25]([F:27])[CH:24]=[CH:23][C:22]=3[F:28])(=[O:20])=[O:19])[CH:14]=[CH:15][CH:16]=2)[CH:5]=[CH:4][N:3]=1. The yield is 0.810. (6) The reactants are [N:1]1[C:10]2[C:5](=[CH:6][CH:7]=[CH:8][CH:9]=2)[CH:4]=[C:3]([CH:11]=O)[CH:2]=1.C(O)(=O)[CH2:14][C:15]([OH:17])=[O:16].N1CCCCC1.Cl. The catalyst is O.N1C=CC=CC=1. The product is [N:1]1[C:10]2[C:5](=[CH:6][CH:7]=[CH:8][CH:9]=2)[CH:4]=[C:3]([CH:11]=[CH:14][C:15]([OH:17])=[O:16])[CH:2]=1. The yield is 0.950. (7) The reactants are [C:1](Cl)(=O)C.[Cl:5][C:6]1[CH:14]=[C:13]([O:15][CH3:16])[C:12]([N+:17]([O-:19])=[O:18])=[CH:11][C:7]=1[C:8]([OH:10])=[O:9]. The catalyst is CO. The product is [Cl:5][C:6]1[CH:14]=[C:13]([O:15][CH3:16])[C:12]([N+:17]([O-:19])=[O:18])=[CH:11][C:7]=1[C:8]([O:10][CH3:1])=[O:9]. The yield is 0.990. (8) The yield is 0.680. The product is [C:13]([C:15]1([C:18]([N:21]2[CH2:26][CH2:25][CH2:24][C@@H:23]([NH:27][C:28]3[CH:33]=[CH:32][N:31]=[C:30]([C:34]4[N:38]5[CH:39]=[C:40]([C:43]#[N:44])[CH:41]=[CH:42][C:37]5=[N:36][CH:35]=4)[N:29]=3)[CH2:22]2)=[O:20])[CH2:17][CH2:16]1)#[N:14]. The reactants are C(N1C=CN=C1)(N1C=CN=C1)=O.[C:13]([C:15]1([C:18]([OH:20])=O)[CH2:17][CH2:16]1)#[N:14].[NH:21]1[CH2:26][CH2:25][CH2:24][C@@H:23]([NH:27][C:28]2[CH:33]=[CH:32][N:31]=[C:30]([C:34]3[N:38]4[CH:39]=[C:40]([C:43]#[N:44])[CH:41]=[CH:42][C:37]4=[N:36][CH:35]=3)[N:29]=2)[CH2:22]1. The catalyst is ClC(Cl)C.